From a dataset of Full USPTO retrosynthesis dataset with 1.9M reactions from patents (1976-2016). Predict the reactants needed to synthesize the given product. Given the product [Cl:8][C:6]1[CH:5]=[C:4]([NH:9][C:10]2[N:13]=[C:14]([CH2:15][CH:16]([CH3:17])[CH3:18])[NH:21][N:20]=2)[CH:3]=[C:2]([Cl:1])[CH:7]=1, predict the reactants needed to synthesize it. The reactants are: [Cl:1][C:2]1[CH:3]=[C:4](/[N:9]=[C:10]2\SC[N:13]\2[C:14](=O)[CH2:15][CH:16]([CH3:18])[CH3:17])[CH:5]=[C:6]([Cl:8])[CH:7]=1.[NH2:20][NH2:21].